Dataset: Catalyst prediction with 721,799 reactions and 888 catalyst types from USPTO. Task: Predict which catalyst facilitates the given reaction. (1) Reactant: ClC1C=C(C=CC=1)C(OO)=[O:6].[Br:12][C:13]1[CH:14]=[N:15][C:16]([N:19]2[C:27]3[C:22](=[CH:23][CH:24]=[C:25]([C:28]([N:30]4[CH2:35][CH2:34][O:33][CH2:32][CH2:31]4)=[O:29])[CH:26]=3)[C:21]([S:36][CH3:37])=[CH:20]2)=[N:17][CH:18]=1.S([O-])([O-])=O.[Na+].[Na+]. The catalyst class is: 4. Product: [Br:12][C:13]1[CH:18]=[N:17][C:16]([N:19]2[C:27]3[C:22](=[CH:23][CH:24]=[C:25]([C:28]([N:30]4[CH2:31][CH2:32][O:33][CH2:34][CH2:35]4)=[O:29])[CH:26]=3)[C:21]([S:36]([CH3:37])=[O:6])=[CH:20]2)=[N:15][CH:14]=1. (2) Reactant: [NH:1]([C:7]([O:9][CH2:10][C:11]1[CH:16]=[CH:15][CH:14]=[CH:13][CH:12]=1)=[O:8])[C@H:2]([C:4]([NH2:6])=O)[CH3:3].COC1C=CC(P2(SP(C3C=CC(OC)=CC=3)(=S)S2)=[S:26])=CC=1. Product: [NH2:6][C:4](=[S:26])[C@@H:2]([NH:1][C:7](=[O:8])[O:9][CH2:10][C:11]1[CH:16]=[CH:15][CH:14]=[CH:13][CH:12]=1)[CH3:3]. The catalyst class is: 7.